This data is from Full USPTO retrosynthesis dataset with 1.9M reactions from patents (1976-2016). The task is: Predict the reactants needed to synthesize the given product. (1) Given the product [CH:14]1([Si:4]([O:5][CH2:6][CH3:7])([O:8][CH2:9][CH3:10])[O:11][CH2:12][CH3:13])[CH2:19][CH2:18][CH2:17][CH2:16][CH2:15]1, predict the reactants needed to synthesize it. The reactants are: C(O[Si:4]([O:11][CH2:12][CH3:13])([O:8][CH2:9][CH3:10])[O:5][CH2:6][CH3:7])C.[CH:14]1([Mg]Cl)[CH2:19][CH2:18][CH2:17][CH2:16][CH2:15]1.[Cl-].[NH4+]. (2) Given the product [CH3:1][O:2][C:3]1[CH:10]=[CH:9][C:6]([CH2:7][NH:8][C:23](=[O:30])[C:24]2[CH:29]=[CH:28][CH:27]=[CH:26][CH:25]=2)=[CH:5][CH:4]=1, predict the reactants needed to synthesize it. The reactants are: [CH3:1][O:2][C:3]1[CH:10]=[CH:9][C:6]([CH2:7][NH2:8])=[CH:5][CH:4]=1.C(N(CC)CC)C.C1COCC1.[C:23](Cl)(=[O:30])[C:24]1[CH:29]=[CH:28][CH:27]=[CH:26][CH:25]=1. (3) Given the product [CH2:1]([C:8]1[N:12]=[C:11]([CH2:13][CH2:14][C:15]([NH:30][NH2:31])=[O:17])[O:10][N:9]=1)[C:2]1[CH:7]=[CH:6][CH:5]=[CH:4][CH:3]=1, predict the reactants needed to synthesize it. The reactants are: [CH2:1]([C:8]1[N:12]=[C:11]([CH2:13][CH2:14][C:15]([OH:17])=O)[O:10][N:9]=1)[C:2]1[CH:7]=[CH:6][CH:5]=[CH:4][CH:3]=1.C1N=CN(C(N2C=NC=C2)=O)C=1.[NH2:30][NH2:31]. (4) Given the product [F:20][CH2:21][C@@H:22]([O:25][CH2:26][C:27]([C:13]1[CH:18]=[CH:17][CH:16]=[CH:15][C:14]=1[F:19])=[O:28])[CH:23]=[CH2:24], predict the reactants needed to synthesize it. The reactants are: C([Li])CCC.CCCCCC.Br[C:13]1[CH:18]=[CH:17][CH:16]=[CH:15][C:14]=1[F:19].[F:20][CH2:21][C@@H:22]([O:25][CH2:26][C:27](N(OC)C)=[O:28])[CH:23]=[CH2:24].[NH4+].[Cl-]. (5) Given the product [CH2:1]1[O:10][C:4]2([CH2:9][CH2:8][N:7]([C:11]([O:13][C:14]([CH3:17])([CH3:16])[CH3:15])=[O:12])[CH2:6][CH2:5]2)[O:3][CH2:2]1, predict the reactants needed to synthesize it. The reactants are: [CH2:1]1[O:10][C:4]2([CH2:9][CH2:8][NH:7][CH2:6][CH2:5]2)[O:3][CH2:2]1.[C:11](O[C:11]([O:13][C:14]([CH3:17])([CH3:16])[CH3:15])=[O:12])([O:13][C:14]([CH3:17])([CH3:16])[CH3:15])=[O:12]. (6) Given the product [NH2:1][C:2]1[CH:10]=[CH:9][CH:8]=[C:7]([F:11])[C:3]=1[C:4]([NH:19][C:18]1[CH:20]=[CH:21][CH:22]=[CH:23][C:17]=1[Cl:16])=[O:6], predict the reactants needed to synthesize it. The reactants are: [NH2:1][C:2]1[CH:10]=[CH:9][CH:8]=[C:7]([F:11])[C:3]=1[C:4]([OH:6])=O.O=S(Cl)Cl.[Cl:16][C:17]1[CH:23]=[CH:22][CH:21]=[CH:20][C:18]=1[NH2:19].C(Cl)(Cl)Cl. (7) Given the product [Br:30][CH2:31][C:32]([N:2]([CH3:1])[C:3]1[CH:8]=[CH:7][C:6]([CH2:9][CH2:10][CH2:11][CH2:12][CH2:13][CH2:14][CH2:15][CH2:16][CH2:17][CH2:18][CH2:19][CH2:20][CH2:21][CH2:22][CH3:23])=[CH:5][CH:4]=1)=[O:33], predict the reactants needed to synthesize it. The reactants are: [CH3:1][NH:2][C:3]1[CH:8]=[CH:7][C:6]([CH2:9][CH2:10][CH2:11][CH2:12][CH2:13][CH2:14][CH2:15][CH2:16][CH2:17][CH2:18][CH2:19][CH2:20][CH2:21][CH2:22][CH3:23])=[CH:5][CH:4]=1.C(=O)([O-])[O-].[K+].[K+].[Br:30][CH2:31][C:32](Cl)=[O:33].Cl. (8) Given the product [Br-:1].[O:6]=[C:3]([CH2:4][CH3:5])[CH2:2][S+:12]1[CH2:7][CH2:8][CH2:9][CH2:10][CH2:11]1, predict the reactants needed to synthesize it. The reactants are: [Br:1][CH2:2][C:3](=[O:6])[CH2:4][CH3:5].[CH2:7]1[S:12][CH2:11][CH2:10][CH2:9][CH2:8]1. (9) Given the product [OH:24][C:25]([C:28]1[CH:29]=[C:30]([CH:34]=[CH:35][N:36]=1)[C:31]([NH:6][C:5]1[CH:7]=[CH:8][C:2]([CH3:1])=[C:3]([C:9]2[CH:10]=[C:11]([N:18]3[CH2:23][CH2:22][O:21][CH2:20][CH2:19]3)[C:12]3[N:13]([CH:15]=[CH:16][N:17]=3)[N:14]=2)[CH:4]=1)=[O:32])([CH3:27])[CH3:26], predict the reactants needed to synthesize it. The reactants are: [CH3:1][C:2]1[CH:8]=[CH:7][C:5]([NH2:6])=[CH:4][C:3]=1[C:9]1[CH:10]=[C:11]([N:18]2[CH2:23][CH2:22][O:21][CH2:20][CH2:19]2)[C:12]2[N:13]([CH:15]=[CH:16][N:17]=2)[N:14]=1.[OH:24][C:25]([C:28]1[CH:29]=[C:30]([CH:34]=[CH:35][N:36]=1)[C:31](O)=[O:32])([CH3:27])[CH3:26].CN(C(ON1N=NC2C=CC=NC1=2)=[N+](C)C)C.F[P-](F)(F)(F)(F)F.CCN(C(C)C)C(C)C. (10) Given the product [CH3:10][C:9]([CH3:12])([CH3:11])[C:8]([NH:1][CH2:2][CH2:3][C:4]([OH:6])=[O:5])=[O:13], predict the reactants needed to synthesize it. The reactants are: [NH2:1][CH2:2][CH2:3][C:4]([O:6]C)=[O:5].[C:8](Cl)(=[O:13])[C:9]([CH3:12])([CH3:11])[CH3:10].Cl.